Dataset: Catalyst prediction with 721,799 reactions and 888 catalyst types from USPTO. Task: Predict which catalyst facilitates the given reaction. Reactant: [OH-].[Na+].CO.[NH2:5][C:6]1[CH:7]=[C:8]([C:12]2[CH:17]=[CH:16][C:15]([C:18]3[S:22][C:21]([C:23]([O:25]C)=[O:24])=[CH:20][CH:19]=3)=[CH:14][C:13]=2[C:27]#[N:28])[CH:9]=[CH:10][CH:11]=1.Cl. Product: [NH2:5][C:6]1[CH:7]=[C:8]([C:12]2[CH:17]=[CH:16][C:15]([C:18]3[S:22][C:21]([C:23]([OH:25])=[O:24])=[CH:20][CH:19]=3)=[CH:14][C:13]=2[C:27]#[N:28])[CH:9]=[CH:10][CH:11]=1. The catalyst class is: 7.